Dataset: Reaction yield outcomes from USPTO patents with 853,638 reactions. Task: Predict the reaction yield, written as a fraction of the theoretical maximum amount of product (1.0 means a 100% yield; for example, 0.34 means a 34% yield). (1) The reactants are Cl.[O:2]=[C:3]1[C:11]2[C:6](=[CH:7][CH:8]=[CH:9][CH:10]=2)[C:5](=[O:12])[N:4]1[CH2:13][CH2:14][C:15]1[CH:22]=[CH:21][C:18]([C:19]#[N:20])=[CH:17][CH:16]=1.[CH2:23](N)[CH2:24][NH2:25]. The catalyst is C(O)C. The product is [NH:20]1[CH2:23][CH2:24][N:25]=[C:19]1[C:18]1[CH:17]=[CH:16][C:15]([CH2:14][CH2:13][N:4]2[C:3](=[O:2])[C:11]3[C:6](=[CH:7][CH:8]=[CH:9][CH:10]=3)[C:5]2=[O:12])=[CH:22][CH:21]=1. The yield is 0.620. (2) The reactants are [Cl:1][C:2]1[CH:3]=[C:4]([CH:15]=[CH:16][C:17]=1[C:18]([F:21])([F:20])[F:19])[O:5][C:6]1[CH:11]=[CH:10][C:9]([CH2:12][CH2:13][NH2:14])=[CH:8][CH:7]=1.[CH3:22][C:23]1[N:28]=[CH:27][C:26]([CH2:29][C:30]2[C:31](=[O:38])[N:32]=[C:33](SC)[NH:34][CH:35]=2)=[CH:25][N:24]=1. The catalyst is C(O)C. The product is [Cl:1][C:2]1[CH:3]=[C:4]([CH:15]=[CH:16][C:17]=1[C:18]([F:19])([F:20])[F:21])[O:5][C:6]1[CH:11]=[CH:10][C:9]([CH2:12][CH2:13][NH:14][C:33]2[NH:34][CH:35]=[C:30]([CH2:29][C:26]3[CH:27]=[N:28][C:23]([CH3:22])=[N:24][CH:25]=3)[C:31](=[O:38])[N:32]=2)=[CH:8][CH:7]=1. The yield is 0.440. (3) The reactants are [NH2:1][C:2]1[S:3][C:4]2[N:5]=[C:6]([NH:11][C:12]3[CH:13]=[C:14]([NH:19][C:20](=[O:32])[C:21]4[CH:26]=[CH:25][CH:24]=[C:23]([C:27]([C:30]#[N:31])([CH3:29])[CH3:28])[CH:22]=4)[CH:15]=[CH:16][C:17]=3[CH3:18])[N:7]=[CH:8][C:9]=2[N:10]=1.[CH3:33][C:34]1[NH:35][C:36]([C:39](O)=[O:40])=[CH:37][N:38]=1.F[P-](F)(F)(F)(F)F.N1(OC(N(C)C)=[N+](C)C)C2N=CC=CC=2N=N1.C(=O)([O-])O.[Na+]. The catalyst is N1C=CC=CC=1. The product is [C:30]([C:27]([C:23]1[CH:22]=[C:21]([C:20]([NH:19][C:14]2[CH:15]=[CH:16][C:17]([CH3:18])=[C:12]([NH:11][C:6]3[N:7]=[CH:8][C:9]4[N:10]=[C:2]([NH:1][C:39]([C:36]5[NH:35][C:34]([CH3:33])=[N:38][CH:37]=5)=[O:40])[S:3][C:4]=4[N:5]=3)[CH:13]=2)=[O:32])[CH:26]=[CH:25][CH:24]=1)([CH3:29])[CH3:28])#[N:31]. The yield is 0.430. (4) The reactants are [CH2:1]([C:5]1[N:6]=[C:7]([CH3:27])[NH:8][C:9](=[O:26])[C:10]=1[CH2:11][C:12]1[CH:17]=[CH:16][C:15]([C:18]2[C:19]([C:24]#[N:25])=[CH:20][CH:21]=[CH:22][CH:23]=2)=[CH:14][CH:13]=1)[CH2:2][CH2:3][CH3:4].N(C(N1CCCCC1)=O)=NC(N1CCCCC1)=O.C(P(CCCC)CCCC)CCC.[N:59]1([CH2:65][CH2:66]O)[CH2:64][CH2:63][O:62][CH2:61][CH2:60]1. The catalyst is C(OCC)(=O)C.O1CCCC1. The product is [CH2:1]([C:5]1[N:6]=[C:7]([CH3:27])[N:8]([CH2:66][CH2:65][N:59]2[CH2:64][CH2:63][O:62][CH2:61][CH2:60]2)[C:9](=[O:26])[C:10]=1[CH2:11][C:12]1[CH:17]=[CH:16][C:15]([C:18]2[C:19]([C:24]#[N:25])=[CH:20][CH:21]=[CH:22][CH:23]=2)=[CH:14][CH:13]=1)[CH2:2][CH2:3][CH3:4]. The yield is 1.00. (5) The reactants are [C:1]1([S:7][C:8]2[CH:13]=[CH:12][N:11]=[C:10]([NH:14][C:15]3[CH:20]=[CH:19][CH:18]=[C:17]([NH2:21])[CH:16]=3)[N:9]=2)[CH:6]=[CH:5][CH:4]=[CH:3][CH:2]=1.[C:22](O)(=[O:25])[CH:23]=[CH2:24].Cl.CN(C)CCCN=C=NCC.C(N(CC)CC)C.N1(C2C=CN=CC=2)CCCC1. The catalyst is ClCCl. The product is [C:1]1([S:7][C:8]2[CH:13]=[CH:12][N:11]=[C:10]([NH:14][C:15]3[CH:16]=[C:17]([NH:21][C:22](=[O:25])[CH:23]=[CH2:24])[CH:18]=[CH:19][CH:20]=3)[N:9]=2)[CH:6]=[CH:5][CH:4]=[CH:3][CH:2]=1. The yield is 0.330. (6) The reactants are [CH3:1][O:2][C:3]1[CH:4]=[C:5]([CH2:11][CH2:12][NH2:13])[CH:6]=[C:7]([O:9][CH3:10])[CH:8]=1.C(N(CC)CC)C.[C:21](=S)=[S:22].S(Cl)(C1C=CC(C)=CC=1)(=O)=O. The catalyst is C1COCC1. The product is [N:13]([CH2:12][CH2:11][C:5]1[CH:6]=[C:7]([O:9][CH3:10])[CH:8]=[C:3]([O:2][CH3:1])[CH:4]=1)=[C:21]=[S:22]. The yield is 1.00.